Dataset: Full USPTO retrosynthesis dataset with 1.9M reactions from patents (1976-2016). Task: Predict the reactants needed to synthesize the given product. (1) Given the product [CH2:23]([O:26][C:27]1[CH:28]=[CH:29][C:30]([N+:35]([O-:37])=[O:36])=[C:31]([CH:32]([C:7]2[CH:8]=[CH:9][C:4]([CH:1]([CH3:3])[CH3:2])=[CH:5][CH:6]=2)[OH:33])[CH:34]=1)[CH:24]=[CH2:25], predict the reactants needed to synthesize it. The reactants are: [CH:1]([C:4]1[CH:9]=[CH:8][C:7]([Mg]Br)=[CH:6][CH:5]=1)([CH3:3])[CH3:2].[Mg].BrC1C=CC(C(C)C)=CC=1.[CH2:23]([O:26][C:27]1[CH:28]=[CH:29][C:30]([N+:35]([O-:37])=[O:36])=[C:31]([CH:34]=1)[CH:32]=[O:33])[CH:24]=[CH2:25].[Cl-].[NH4+]. (2) Given the product [C:17]1([C:16]([C:23]2[CH:28]=[CH:27][CH:26]=[CH:25][CH:24]=2)=[N:29][NH:30][C:2]2[CH:7]=[CH:6][C:5]([O:8][C:9]([F:15])([F:14])[C:10]([F:13])([F:12])[F:11])=[CH:4][CH:3]=2)[CH:18]=[CH:19][CH:20]=[CH:21][CH:22]=1, predict the reactants needed to synthesize it. The reactants are: Br[C:2]1[CH:7]=[CH:6][C:5]([O:8][C:9]([F:15])([F:14])[C:10]([F:13])([F:12])[F:11])=[CH:4][CH:3]=1.[C:16](=[N:29][NH2:30])([C:23]1[CH:28]=[CH:27][CH:26]=[CH:25][CH:24]=1)[C:17]1[CH:22]=[CH:21][CH:20]=[CH:19][CH:18]=1.O=O.CC([O-])(C)C.[Na+]. (3) Given the product [I:1][C:2]1[C:7]([CH2:8][CH3:9])=[C:6]([I:10])[C:5]([CH2:11][CH3:12])=[C:4]([I:13])[C:3]=1[C:14]1[CH:19]=[CH:18][C:17]([C:20]([Cl:28])=[O:21])=[C:16]([N+:23]([O-:25])=[O:24])[CH:15]=1, predict the reactants needed to synthesize it. The reactants are: [I:1][C:2]1[C:7]([CH2:8][CH3:9])=[C:6]([I:10])[C:5]([CH2:11][CH3:12])=[C:4]([I:13])[C:3]=1[C:14]1[CH:19]=[CH:18][C:17]([C:20](O)=[O:21])=[C:16]([N+:23]([O-:25])=[O:24])[CH:15]=1.S(Cl)([Cl:28])=O. (4) The reactants are: CN(C)[CH:3]=[C:4]([C:13]1[CH:18]=[CH:17][N:16]=[C:15]([CH3:19])[CH:14]=1)[C:5]([C:7]1[CH:11]=[CH:10][O:9][C:8]=1[CH3:12])=O.Cl.[CH3:22][CH:23]1[O:28][CH:27]([CH3:29])[CH2:26][N:25]([C:30](=[NH:32])[NH2:31])[CH2:24]1.CC(C)([O-])C.[K+]. Given the product [CH3:29][C@H:27]1[O:28][C@@H:23]([CH3:22])[CH2:24][N:25]([C:30]2[N:31]=[C:5]([C:7]3[CH:11]=[CH:10][O:9][C:8]=3[CH3:12])[C:4]([C:13]3[CH:18]=[CH:17][N:16]=[C:15]([CH3:19])[CH:14]=3)=[CH:3][N:32]=2)[CH2:26]1, predict the reactants needed to synthesize it. (5) Given the product [C:26]([O:30][C:31]([N:33]1[CH2:38][CH2:37][CH:36]([N:39]2[CH2:44][CH2:43][N:42]([C:19](=[O:20])[NH:8][C:5]3[CH:6]=[CH:7][C:2]([Br:1])=[C:3]([O:9][C:10]([F:12])([F:11])[F:13])[CH:4]=3)[CH2:41][CH2:40]2)[CH2:35][CH2:34]1)=[O:32])([CH3:29])([CH3:27])[CH3:28], predict the reactants needed to synthesize it. The reactants are: [Br:1][C:2]1[CH:7]=[CH:6][C:5]([NH2:8])=[CH:4][C:3]=1[O:9][C:10]([F:13])([F:12])[F:11].C1N=CN([C:19](N2C=NC=C2)=[O:20])C=1.[C:26]([O:30][C:31]([N:33]1[CH2:38][CH2:37][CH:36]([N:39]2[CH2:44][CH2:43][NH:42][CH2:41][CH2:40]2)[CH2:35][CH2:34]1)=[O:32])([CH3:29])([CH3:28])[CH3:27].